From a dataset of NCI-60 drug combinations with 297,098 pairs across 59 cell lines. Regression. Given two drug SMILES strings and cell line genomic features, predict the synergy score measuring deviation from expected non-interaction effect. (1) Drug 1: C1=CC(=C2C(=C1NCCNCCO)C(=O)C3=C(C=CC(=C3C2=O)O)O)NCCNCCO. Drug 2: N.N.Cl[Pt+2]Cl. Cell line: SK-MEL-2. Synergy scores: CSS=18.4, Synergy_ZIP=-5.73, Synergy_Bliss=-11.8, Synergy_Loewe=-54.8, Synergy_HSA=-14.2. (2) Drug 1: C1C(C(OC1N2C=NC3=C(N=C(N=C32)Cl)N)CO)O. Drug 2: CN1C(=O)N2C=NC(=C2N=N1)C(=O)N. Cell line: MCF7. Synergy scores: CSS=0.959, Synergy_ZIP=0.0573, Synergy_Bliss=4.49, Synergy_Loewe=-1.53, Synergy_HSA=1.03. (3) Drug 1: C1CC(=O)NC(=O)C1N2CC3=C(C2=O)C=CC=C3N. Drug 2: C1=CC(=CC=C1C#N)C(C2=CC=C(C=C2)C#N)N3C=NC=N3. Cell line: PC-3. Synergy scores: CSS=7.82, Synergy_ZIP=-2.50, Synergy_Bliss=4.48, Synergy_Loewe=4.06, Synergy_HSA=4.08. (4) Drug 1: CC1C(C(CC(O1)OC2CC(CC3=C2C(=C4C(=C3O)C(=O)C5=C(C4=O)C(=CC=C5)OC)O)(C(=O)CO)O)N)O.Cl. Drug 2: C1CC(=O)NC(=O)C1N2C(=O)C3=CC=CC=C3C2=O. Cell line: DU-145. Synergy scores: CSS=7.14, Synergy_ZIP=-1.33, Synergy_Bliss=3.80, Synergy_Loewe=3.88, Synergy_HSA=4.07. (5) Synergy scores: CSS=26.5, Synergy_ZIP=-2.75, Synergy_Bliss=-4.72, Synergy_Loewe=-14.3, Synergy_HSA=-4.35. Drug 1: CCC1(CC2CC(C3=C(CCN(C2)C1)C4=CC=CC=C4N3)(C5=C(C=C6C(=C5)C78CCN9C7C(C=CC9)(C(C(C8N6C=O)(C(=O)OC)O)OC(=O)C)CC)OC)C(=O)OC)O.OS(=O)(=O)O. Drug 2: B(C(CC(C)C)NC(=O)C(CC1=CC=CC=C1)NC(=O)C2=NC=CN=C2)(O)O. Cell line: OVCAR-5. (6) Drug 1: COC1=C(C=C2C(=C1)N=CN=C2NC3=CC(=C(C=C3)F)Cl)OCCCN4CCOCC4. Drug 2: CCC1=CC2CC(C3=C(CN(C2)C1)C4=CC=CC=C4N3)(C5=C(C=C6C(=C5)C78CCN9C7C(C=CC9)(C(C(C8N6C)(C(=O)OC)O)OC(=O)C)CC)OC)C(=O)OC.C(C(C(=O)O)O)(C(=O)O)O. Cell line: NCI-H460. Synergy scores: CSS=76.0, Synergy_ZIP=2.56, Synergy_Bliss=3.55, Synergy_Loewe=5.64, Synergy_HSA=5.94. (7) Drug 1: CC1C(C(CC(O1)OC2CC(CC3=C2C(=C4C(=C3O)C(=O)C5=C(C4=O)C(=CC=C5)OC)O)(C(=O)CO)O)N)O.Cl. Drug 2: C1CCC(CC1)NC(=O)N(CCCl)N=O. Cell line: TK-10. Synergy scores: CSS=16.4, Synergy_ZIP=-1.39, Synergy_Bliss=1.69, Synergy_Loewe=4.33, Synergy_HSA=3.39. (8) Drug 1: CC1=C(C=C(C=C1)NC2=NC=CC(=N2)N(C)C3=CC4=NN(C(=C4C=C3)C)C)S(=O)(=O)N.Cl. Drug 2: C(=O)(N)NO. Cell line: HCT-15. Synergy scores: CSS=3.31, Synergy_ZIP=3.19, Synergy_Bliss=3.10, Synergy_Loewe=3.85, Synergy_HSA=0.714. (9) Synergy scores: CSS=53.5, Synergy_ZIP=0.681, Synergy_Bliss=0.597, Synergy_Loewe=0.376, Synergy_HSA=1.42. Drug 1: C1CCC(CC1)NC(=O)N(CCCl)N=O. Drug 2: C1=NC2=C(N=C(N=C2N1C3C(C(C(O3)CO)O)F)Cl)N. Cell line: LOX IMVI.